Dataset: Full USPTO retrosynthesis dataset with 1.9M reactions from patents (1976-2016). Task: Predict the reactants needed to synthesize the given product. (1) The reactants are: [CH3:1][O:2][C:3]1[CH:4]=[C:5]2[C:10](=[CH:11][C:12]=1[O:13][CH3:14])[N:9]=[CH:8][N:7]=[C:6]2[O:15][C:16]1[CH:22]=[CH:21][C:19]([NH2:20])=[CH:18][CH:17]=1.Cl[C:24](Cl)([O:26][C:27](=[O:33])OC(Cl)(Cl)Cl)Cl.[CH3:35][N:36]1[CH2:41]C[CH2:39][CH:38](O)[CH2:37]1.C(=O)(O)[O-].[Na+]. Given the product [CH3:1][O:2][C:3]1[CH:4]=[C:5]2[C:10](=[CH:11][C:12]=1[O:13][CH3:14])[N:9]=[CH:8][N:7]=[C:6]2[O:15][C:16]1[CH:22]=[CH:21][C:19]([NH:20][C:27](=[O:33])[O:26][CH:24]2[CH2:39][CH2:38][CH2:37][N:36]([CH3:41])[CH2:35]2)=[CH:18][CH:17]=1, predict the reactants needed to synthesize it. (2) Given the product [OH:3][CH:1]([C:4]1[C:8]([CH3:9])=[C:7]([C:10]2[CH:11]=[CH:12][N:13]=[CH:14][CH:15]=2)[NH:6][C:5]=1[C:16]1[CH:21]=[CH:20][N:19]=[CH:18][CH:17]=1)[CH3:2], predict the reactants needed to synthesize it. The reactants are: [C:1]([C:4]1[C:8]([CH3:9])=[C:7]([C:10]2[CH:15]=[CH:14][N:13]=[CH:12][CH:11]=2)[NH:6][C:5]=1[C:16]1[CH:21]=[CH:20][N:19]=[CH:18][CH:17]=1)(=[O:3])[CH3:2].[BH4-].[Na+]. (3) Given the product [Cl:11][C:12]1[C:13]([N:18]2[CH:2]([C:3]([O:5][CH3:6])=[O:4])[CH2:7][C:8](=[O:9])[NH:19]2)=[N:14][CH:15]=[CH:16][CH:17]=1, predict the reactants needed to synthesize it. The reactants are: Br[CH:2]([CH2:7][C:8](Cl)=[O:9])[C:3]([O:5][CH3:6])=[O:4].[Cl:11][C:12]1[C:13](=[N:18][NH2:19])[NH:14][CH:15]=[CH:16][CH:17]=1.C(=O)(O)[O-].[Na+]. (4) Given the product [Cl:1][C:2]1[C:10]2[N:6]([C:7]([CH2:23][CH2:24][OH:25])=[CH:8][C:9]=2[C:11]([NH:13][CH2:14][CH:15]2[CH2:16][CH2:17][C:18]([F:21])([F:22])[CH2:19][CH2:20]2)=[O:12])[CH:5]=[CH:4][CH:3]=1, predict the reactants needed to synthesize it. The reactants are: [Cl:1][C:2]1[C:10]2[N:6]([C:7]([CH2:23][CH2:24][O:25]C)=[CH:8][C:9]=2[C:11]([NH:13][CH2:14][CH:15]2[CH2:20][CH2:19][C:18]([F:22])([F:21])[CH2:17][CH2:16]2)=[O:12])[CH:5]=[CH:4][CH:3]=1.Cl.N1C=CC=CC=1. (5) Given the product [CH2:39]([C:43]1[CH:44]=[C:45]([CH2:46][NH:47][C:31](=[O:33])[C:30]2[CH:34]=[CH:35][CH:36]=[N:37][C:29]=2[NH2:28])[CH:48]=[CH:49][CH:50]=1)[CH:40]([CH3:42])[CH3:41], predict the reactants needed to synthesize it. The reactants are: CN([P+](ON1N=NC2C=CC=CC1=2)(N(C)C)N(C)C)C.F[P-](F)(F)(F)(F)F.[NH2:28][C:29]1[N:37]=[CH:36][CH:35]=[CH:34][C:30]=1[C:31]([OH:33])=O.Cl.[CH2:39]([C:43]1[CH:44]=[C:45]([CH:48]=[CH:49][CH:50]=1)[CH2:46][NH2:47])[CH:40]([CH3:42])[CH3:41].C(N(CC)CC)C.